From a dataset of Full USPTO retrosynthesis dataset with 1.9M reactions from patents (1976-2016). Predict the reactants needed to synthesize the given product. Given the product [Br:1][C:2]1[CH:8]=[CH:7][C:5]([NH:6][S:20]([CH3:19])(=[O:22])=[O:21])=[CH:4][C:3]=1[C:9]([F:10])([F:11])[F:12], predict the reactants needed to synthesize it. The reactants are: [Br:1][C:2]1[CH:8]=[CH:7][C:5]([NH2:6])=[CH:4][C:3]=1[C:9]([F:12])([F:11])[F:10].N1C=CC=CC=1.[CH3:19][S:20](Cl)(=[O:22])=[O:21].